Dataset: Catalyst prediction with 721,799 reactions and 888 catalyst types from USPTO. Task: Predict which catalyst facilitates the given reaction. (1) Reactant: [CH3:1][O:2][CH:3]1[C:7]([C:8]2[CH:13]=[CH:12][C:11]([C:14]3[N:19]=[CH:18][CH:17]=[CH:16][N:15]=3)=[CH:10][CH:9]=2)=[CH:6][CH:5]([O:20][CH3:21])[O:4]1.C([O-])=O.[NH4+]. Product: [CH3:1][O:2][CH:3]1[CH:7]([C:8]2[CH:13]=[CH:12][C:11]([C:14]3[N:15]=[CH:16][CH:17]=[CH:18][N:19]=3)=[CH:10][CH:9]=2)[CH2:6][CH:5]([O:20][CH3:21])[O:4]1. The catalyst class is: 19. (2) Reactant: FC(F)(F)C(O)=O.[NH2:8][C@@H:9]([CH2:14][C:15]1[CH:20]=[CH:19][C:18]([CH:21]2[S:25](=[O:27])(=[O:26])[NH:24][C:23](=[O:28])[CH2:22]2)=[C:17]([Br:29])[CH:16]=1)[C:10]([O:12]C)=[O:11].C(N(CC)CC)C.[C:37]1([S:43](Cl)(=[O:45])=[O:44])[CH:42]=[CH:41][CH:40]=[CH:39][CH:38]=1.[OH-].[Li+].Cl. Product: [Br:29][C:17]1[CH:16]=[C:15]([CH2:14][C@@H:9]([NH:8][S:43]([C:37]2[CH:42]=[CH:41][CH:40]=[CH:39][CH:38]=2)(=[O:45])=[O:44])[C:10]([OH:12])=[O:11])[CH:20]=[CH:19][C:18]=1[CH:21]1[S:25](=[O:27])(=[O:26])[NH:24][C:23](=[O:28])[CH2:22]1. The catalyst class is: 24. (3) Reactant: [F:1][C:2]1[CH:7]=[C:6]([O:8][CH3:9])[CH:5]=[CH:4][C:3]=1[C:10](O)([CH3:12])[CH3:11].CS(Cl)(=O)=O.C(N(CC)CC)C. Product: [F:1][C:2]1[CH:7]=[C:6]([O:8][CH3:9])[CH:5]=[CH:4][C:3]=1[C:10]([CH3:12])=[CH2:11]. The catalyst class is: 2. (4) Reactant: C([O:20][CH2:21][C@H:22]1[O:26][C@@H:25]([N:27]2[CH:31]=[C:30]([C:32]#[C:33][CH3:34])[CH:29]=[C:28]2[CH:35]=[O:36])[CH2:24][CH2:23]1)(C1C=CC=CC=1)(C1C=CC=CC=1)C1C=CC=CC=1. Product: [C@@H:25]1([N:27]2[CH:31]=[C:30]([C:32]#[C:33][CH3:34])[CH:29]=[C:28]2[CH:35]=[O:36])[O:26][C@H:22]([CH2:21][OH:20])[CH2:23][CH2:24]1. The catalyst class is: 15. (5) Reactant: [OH-].[Na+:2].[O:3]=[C:4]1[O:10][C@H:9]([C@H:11]([CH2:13][OH:14])[OH:12])[C:7]([OH:8])=[C:5]1[OH:6].C1[C@@H](CCCCC(O)=O)SSC1. The catalyst class is: 6. Product: [O:3]=[C:4]1[O:10][C@H:9]([C@H:11]([CH2:13][OH:14])[OH:12])[C:7]([O-:8])=[C:5]1[OH:6].[Na+:2].